Dataset: Peptide-MHC class I binding affinity with 185,985 pairs from IEDB/IMGT. Task: Regression. Given a peptide amino acid sequence and an MHC pseudo amino acid sequence, predict their binding affinity value. This is MHC class I binding data. (1) The peptide sequence is MQYEVTQHA. The MHC is HLA-B15:17 with pseudo-sequence HLA-B15:17. The binding affinity (normalized) is 0.0847. (2) The peptide sequence is YLALYNKYKY. The MHC is HLA-A01:01 with pseudo-sequence HLA-A01:01. The binding affinity (normalized) is 0.492. (3) The peptide sequence is RAKFKQLL. The MHC is HLA-A24:03 with pseudo-sequence HLA-A24:03. The binding affinity (normalized) is 0.213. (4) The peptide sequence is KFAEESYTY. The MHC is HLA-A68:01 with pseudo-sequence HLA-A68:01. The binding affinity (normalized) is 0.0237. (5) The binding affinity (normalized) is 0.464. The MHC is HLA-B35:01 with pseudo-sequence HLA-B35:01. The peptide sequence is HLAAQGMAY. (6) The peptide sequence is VVARLGVPY. The binding affinity (normalized) is 0.0847. The MHC is HLA-A26:01 with pseudo-sequence HLA-A26:01. (7) The peptide sequence is LPTSITVPV. The MHC is HLA-B53:01 with pseudo-sequence HLA-B53:01. The binding affinity (normalized) is 0.604. (8) The peptide sequence is MRNTIMASK. The MHC is HLA-B39:01 with pseudo-sequence HLA-B39:01. The binding affinity (normalized) is 0.0847.